Dataset: Forward reaction prediction with 1.9M reactions from USPTO patents (1976-2016). Task: Predict the product of the given reaction. (1) Given the reactants [CH:1]1([N:7]([CH2:25][CH:26]2[CH2:28][CH2:27]2)[C:8]2[N:13]=[CH:12][N:11]=[C:10]([C:14]([NH:16][C:17]3[CH:22]=[CH:21][C:20]([CH:23]=O)=[CH:19][CH:18]=3)=[O:15])[CH:9]=2)[CH2:6][CH2:5][CH2:4][CH2:3][CH2:2]1.[NH:29]1[CH2:32][CH:31]([C:33]([OH:35])=[O:34])[CH2:30]1, predict the reaction product. The product is: [CH:1]1([N:7]([CH2:25][CH:26]2[CH2:27][CH2:28]2)[C:8]2[N:13]=[CH:12][N:11]=[C:10]([C:14]([NH:16][C:17]3[CH:18]=[CH:19][C:20]([CH2:23][N:29]4[CH2:32][CH:31]([C:33]([OH:35])=[O:34])[CH2:30]4)=[CH:21][CH:22]=3)=[O:15])[CH:9]=2)[CH2:6][CH2:5][CH2:4][CH2:3][CH2:2]1. (2) Given the reactants [CH:1]12[NH:7][CH:4]([CH2:5][CH2:6]1)[CH2:3][C:2]2=[O:8].C(N(CC)CC)C.[CH3:16][C:17]([O:20][C:21](O[C:21]([O:20][C:17]([CH3:19])([CH3:18])[CH3:16])=[O:22])=[O:22])([CH3:19])[CH3:18], predict the reaction product. The product is: [O:8]=[C:2]1[CH2:3][CH:4]2[N:7]([C:21]([O:20][C:17]([CH3:19])([CH3:18])[CH3:16])=[O:22])[CH:1]1[CH2:6][CH2:5]2. (3) Given the reactants [OH:1][CH2:2][C@@H:3]1[CH2:8][CH2:7][N:6]([C:9]([O:11][C:12]2([CH3:15])[CH2:14][CH2:13]2)=[O:10])[CH2:5][C@@H:4]1[O:16][CH3:17].CS(O[CH:23]1[CH2:26][N:25]([C:27]([O:29][C:30]([CH3:33])([CH3:32])[CH3:31])=[O:28])[CH2:24]1)(=O)=O.[H-].[Na+].[NH4+].[Cl-], predict the reaction product. The product is: [C:30]([O:29][C:27]([N:25]1[CH2:26][CH:23]([O:1][CH2:2][C@@H:3]2[CH2:8][CH2:7][N:6]([C:9]([O:11][C:12]3([CH3:15])[CH2:14][CH2:13]3)=[O:10])[CH2:5][C@@H:4]2[O:16][CH3:17])[CH2:24]1)=[O:28])([CH3:33])([CH3:31])[CH3:32]. (4) Given the reactants [C:1]([NH:4][C:5]1[C:14](Cl)=[CH:13][C:8]([C:9]([O:11][CH3:12])=[O:10])=[C:7]([O:16][CH3:17])[C:6]=1[N+:18]([O-])=O)(=[O:3])[CH3:2].C(N(CC)CC)C, predict the reaction product. The product is: [C:1]([NH:4][C:5]1[CH:14]=[CH:13][C:8]([C:9]([O:11][CH3:12])=[O:10])=[C:7]([O:16][CH3:17])[C:6]=1[NH2:18])(=[O:3])[CH3:2]. (5) Given the reactants [C:1]([C:4]1[CH:9]=[CH:8][C:7]([B:10]([OH:12])[OH:11])=[CH:6][CH:5]=1)([OH:3])=O.[C:13]([C:17]1[CH:23]=[CH:22][C:20]([NH2:21])=[CH:19][CH:18]=1)([CH3:16])([CH3:15])[CH3:14].CN([P+](ON1N=NC2C=CC=CC1=2)(N(C)C)N(C)C)C.F[P-](F)(F)(F)(F)F.C(N(CC)CC)C, predict the reaction product. The product is: [B:10]([C:7]1[CH:8]=[CH:9][C:4]([C:1]([NH:21][C:20]2[CH:22]=[CH:23][C:17]([C:13]([CH3:16])([CH3:15])[CH3:14])=[CH:18][CH:19]=2)=[O:3])=[CH:5][CH:6]=1)([OH:12])[OH:11]. (6) Given the reactants [CH3:1]C([O-])(C)C.[K+].[CH2:7]([CH:10]([CH2:22][CH:23]=[CH2:24])[CH2:11][O:12][SiH2:13][C:14]1[CH:21]=[CH:20][C:17]([CH:18]=O)=[CH:16][CH:15]=1)[CH:8]=[CH2:9], predict the reaction product. The product is: [CH2:7]([CH:10]([CH2:22][CH:23]=[CH2:24])[CH2:11][O:12][SiH2:13][C:14]1[CH:21]=[CH:20][C:17]([CH:18]=[CH2:1])=[CH:16][CH:15]=1)[CH:8]=[CH2:9]. (7) Given the reactants [CH2:1]([Li:5])[CH2:2]CC.[CH:6]([NH:9][CH:10]([CH3:12])[CH3:11])([CH3:8])[CH3:7].[Cl:13][C:14]1[CH:19]=[CH:18][N:17]=[CH:16][C:15]=1[I:20].ICC, predict the reaction product. The product is: [Li+:5].[CH3:7][CH:6]([N-:9][CH:10]([CH3:12])[CH3:11])[CH3:8].[Cl:13][C:14]1[C:15]([I:20])=[CH:16][N:17]=[CH:18][C:19]=1[CH2:1][CH3:2]. (8) Given the reactants [CH3:1][O:2][C:3](=[O:33])[CH:4]([N:13]1[C:19](=[O:20])[CH2:18][CH2:17][N:16]([C:21](=[O:32])/[CH:22]=[CH:23]/[C:24]2[CH:29]=[CH:28][C:27]([Cl:30])=[C:26]([Cl:31])[CH:25]=2)[CH2:15][CH2:14]1)[CH2:5][C:6]([O:8]C(C)(C)C)=[O:7].Cl, predict the reaction product. The product is: [CH3:1][O:2][C:3](=[O:33])[CH:4]([N:13]1[C:19](=[O:20])[CH2:18][CH2:17][N:16]([C:21](=[O:32])/[CH:22]=[CH:23]/[C:24]2[CH:29]=[CH:28][C:27]([Cl:30])=[C:26]([Cl:31])[CH:25]=2)[CH2:15][CH2:14]1)[CH2:5][C:6]([OH:8])=[O:7]. (9) The product is: [Br:39][CH2:12][C:10]1[CH:9]=[CH:8][C:4]2[B:5]([OH:7])[O:6][C:2]([CH3:13])([CH3:1])[C:3]=2[CH:11]=1. Given the reactants [CH3:1][C:2]1([CH3:13])[O:6][B:5]([OH:7])[C:4]2[CH:8]=[CH:9][C:10]([CH3:12])=[CH:11][C:3]1=2.C(OOC(=O)C1C=CC=CC=1)(=O)C1C=CC=CC=1.C1C(=O)N([Br:39])C(=O)C1.O, predict the reaction product.